Dataset: Reaction yield outcomes from USPTO patents with 853,638 reactions. Task: Predict the reaction yield, written as a fraction of the theoretical maximum amount of product (1.0 means a 100% yield; for example, 0.34 means a 34% yield). (1) The reactants are [CH3:1][N:2]([CH3:10])/[N:3]=[C:4](\[CH3:9])/[C:5]([F:8])([F:7])[F:6].C([N-]C(C)C)(C)C.[Li+].CCCCCCC.O1CCCC1.C(C1C=CC=CC=1)C.[F:39][CH2:40]/[C:41](=[N:50]/[S@@:51]([C:53]([CH3:56])([CH3:55])[CH3:54])=[O:52])/[C:42]1[CH:47]=[CH:46][CH:45]=[C:44]([CH3:48])[C:43]=1[F:49].C[Al](C)C.NN. The catalyst is C1COCC1.C1(C)C=CC=CC=1. The product is [CH3:1][N:2]([CH3:10])/[N:3]=[C:4](\[C:5]([F:8])([F:7])[F:6])/[CH2:9][C:41]([NH:50][S@@:51]([C:53]([CH3:56])([CH3:55])[CH3:54])=[O:52])([C:42]1[CH:47]=[CH:46][CH:45]=[C:44]([CH3:48])[C:43]=1[F:49])[CH2:40][F:39]. The yield is 0.770. (2) The catalyst is C1COCC1.O.CCOC(C)=O. The yield is 0.680. The product is [Br:1][C:2]1[CH:7]=[C:6]([N+:8]([O-:10])=[O:9])[CH:5]=[CH:4][C:3]=1[O:11][CH2:35][C:34]1[CH:37]=[CH:38][CH:39]=[C:32]([F:31])[CH:33]=1. The reactants are [Br:1][C:2]1[CH:7]=[C:6]([N+:8]([O-:10])=[O:9])[CH:5]=[CH:4][C:3]=1[OH:11].C1(P(C2C=CC=CC=2)C2C=CC=CC=2)C=CC=CC=1.[F:31][C:32]1[CH:33]=[C:34]([CH:37]=[CH:38][CH:39]=1)[CH2:35]O.CC(OC(/N=N/C(OC(C)C)=O)=O)C. (3) The reactants are [NH2:1][C:2]1[C:7]2=[C:8]([C:24]3[CH:25]=[CH:26][C:27]4[C:31]([CH:32]=3)=[N:30][N:29]([CH2:33][C:34]3[CH:39]=[CH:38][CH:37]=[CH:36][CH:35]=3)[CH:28]=4)[CH:9]=[C:10]([C:11]3(O)[CH2:16][CH2:15][CH2:14][N:13]([C:17](=[O:22])[CH2:18][N:19]([CH3:21])[CH3:20])[CH2:12]3)[N:6]2[N:5]=[CH:4][N:3]=1.C(N(CC)C(C)C)(C)C.FC(F)(F)C(OC(=O)C(F)(F)F)=O.[OH-].[Na+]. The catalyst is C(Cl)Cl.CCO. The product is [CH2:33]([N:29]1[CH:28]=[C:27]2[C:31]([CH:32]=[C:24]([C:8]3[CH:9]=[C:10]([C:11]4[CH2:16][CH2:15][CH2:14][N:13]([C:17](=[O:22])[CH2:18][N:19]([CH3:20])[CH3:21])[CH:12]=4)[N:6]4[C:7]=3[C:2]([NH2:1])=[N:3][CH:4]=[N:5]4)[CH:25]=[CH:26]2)=[N:30]1)[C:34]1[CH:35]=[CH:36][CH:37]=[CH:38][CH:39]=1. The yield is 0.730. (4) The reactants are [CH2:1]([O:5][C:6]1[CH:11]=[CH:10][C:9]([S:12]([O:15][C:16]2[C:25]([CH3:26])=[CH:24][CH:23]=[CH:22][C:17]=2[C:18]([O:20]C)=[O:19])(=[O:14])=[O:13])=[CH:8][CH:7]=1)[C:2]#[C:3][CH3:4].[I-].[Li+]. The catalyst is C(OCC)(=O)C. The product is [CH2:1]([O:5][C:6]1[CH:7]=[CH:8][C:9]([S:12]([O:15][C:16]2[C:25]([CH3:26])=[CH:24][CH:23]=[CH:22][C:17]=2[C:18]([OH:20])=[O:19])(=[O:14])=[O:13])=[CH:10][CH:11]=1)[C:2]#[C:3][CH3:4]. The yield is 0.640. (5) The reactants are C1C(=O)N(Cl)C(=O)C1.[CH:9]1[C:26]2[C:27]3[C:32]4[C:11](=[CH:12][CH:13]=[C:14]5[C:31]=4[C:30]4[C:17](=[CH:18][CH:19]=[C:20]6[C:29]=4[C:28]=3[C:23](=[CH:24][CH:25]=2)[CH:22]=[CH:21]6)[CH:16]=[CH:15]5)[CH:10]=1.[Li]CCCC.[Si:38](Cl)([Cl:41])([Cl:40])[Cl:39]. The catalyst is CC(O)=O.C1COCC1.C(Cl)(Cl)Cl. The product is [Cl:39][Si:38]([C:10]1[C:11]2[C:32]3[C:27]4[C:26](=[CH:25][CH:24]=[C:23]5[C:28]=4[C:29]4[C:20](=[CH:19][CH:18]=[C:17]6[C:30]=4[C:31]=3[C:14](=[CH:13][CH:12]=2)[CH:15]=[CH:16]6)[CH:21]=[CH:22]5)[CH:9]=1)([Cl:41])[Cl:40]. The yield is 0.460. (6) The reactants are [CH3:1][C:2]1[N:7]=[CH:6][C:5]2[C:8]([C:11]([O:13][CH3:14])=[O:12])=[N:9][NH:10][C:4]=2[CH:3]=1.[Br:15][C:16]1[CH:17]=[C:18](B(O)O)[CH:19]=[CH:20][CH:21]=1. No catalyst specified. The product is [Br:15][C:16]1[CH:21]=[C:20]([N:10]2[C:4]3[CH:3]=[C:2]([CH3:1])[N:7]=[CH:6][C:5]=3[C:8]([C:11]([O:13][CH3:14])=[O:12])=[N:9]2)[CH:19]=[CH:18][CH:17]=1. The yield is 0.410. (7) The reactants are S(Cl)(Cl)=O.[F:5][C:6]1[CH:11]=[C:10]([N+:12]([O-:14])=[O:13])[CH:9]=[CH:8][C:7]=1[CH2:15][CH2:16][CH2:17][C:18]([OH:20])=O.[CH3:21][N:22](C=O)C. No catalyst specified. The product is [F:5][C:6]1[CH:11]=[C:10]([N+:12]([O-:14])=[O:13])[CH:9]=[CH:8][C:7]=1[CH2:15][CH2:16][CH2:17][C:18]([NH:22][CH3:21])=[O:20]. The yield is 0.850. (8) The reactants are [CH2:1]([O:8][C:9](=[O:29])[NH:10][C@@H:11]([CH3:28])[CH2:12][N:13]1[C:21]2[C:16](=[CH:17][CH:18]=[C:19]3[O:25][CH2:24][C@H:23]([CH2:26]O)[O:22][C:20]3=2)[CH:15]=[N:14]1)[C:2]1[CH:7]=[CH:6][CH:5]=[CH:4][CH:3]=1.C(N(CC)CC)C.CS(OS(C)(=O)=O)(=O)=O.[N-:46]=[N+:47]=[N-:48].[Na+].C(=O)(O)[O-].[Na+]. The catalyst is O1CCCC1.CS(C)=O. The product is [CH2:1]([O:8][C:9](=[O:29])[NH:10][C@@H:11]([CH3:28])[CH2:12][N:13]1[C:21]2[C:16](=[CH:17][CH:18]=[C:19]3[O:25][CH2:24][C@H:23]([CH2:26][N:46]=[N+:47]=[N-:48])[O:22][C:20]3=2)[CH:15]=[N:14]1)[C:2]1[CH:7]=[CH:6][CH:5]=[CH:4][CH:3]=1. The yield is 0.630.